From a dataset of NCI-60 drug combinations with 297,098 pairs across 59 cell lines. Regression. Given two drug SMILES strings and cell line genomic features, predict the synergy score measuring deviation from expected non-interaction effect. (1) Drug 1: CCC1=CC2CC(C3=C(CN(C2)C1)C4=CC=CC=C4N3)(C5=C(C=C6C(=C5)C78CCN9C7C(C=CC9)(C(C(C8N6C)(C(=O)OC)O)OC(=O)C)CC)OC)C(=O)OC.C(C(C(=O)O)O)(C(=O)O)O. Drug 2: CC1CCC2CC(C(=CC=CC=CC(CC(C(=O)C(C(C(=CC(C(=O)CC(OC(=O)C3CCCCN3C(=O)C(=O)C1(O2)O)C(C)CC4CCC(C(C4)OC)O)C)C)O)OC)C)C)C)OC. Cell line: ACHN. Synergy scores: CSS=37.9, Synergy_ZIP=-13.6, Synergy_Bliss=-4.43, Synergy_Loewe=-0.463, Synergy_HSA=0.207. (2) Drug 1: CCC1(CC2CC(C3=C(CCN(C2)C1)C4=CC=CC=C4N3)(C5=C(C=C6C(=C5)C78CCN9C7C(C=CC9)(C(C(C8N6C)(C(=O)OC)O)OC(=O)C)CC)OC)C(=O)OC)O.OS(=O)(=O)O. Drug 2: C#CCC(CC1=CN=C2C(=N1)C(=NC(=N2)N)N)C3=CC=C(C=C3)C(=O)NC(CCC(=O)O)C(=O)O. Cell line: OVCAR-8. Synergy scores: CSS=-1.06, Synergy_ZIP=0.370, Synergy_Bliss=-2.14, Synergy_Loewe=-1.51, Synergy_HSA=-4.28. (3) Drug 1: CN(C)C1=NC(=NC(=N1)N(C)C)N(C)C. Drug 2: C1CN(P(=O)(OC1)NCCCl)CCCl. Cell line: TK-10. Synergy scores: CSS=-7.55, Synergy_ZIP=2.13, Synergy_Bliss=-1.76, Synergy_Loewe=-6.83, Synergy_HSA=-6.36.